Dataset: Full USPTO retrosynthesis dataset with 1.9M reactions from patents (1976-2016). Task: Predict the reactants needed to synthesize the given product. (1) Given the product [CH3:1][O:2][C:3]([CH:5]1[CH2:9][N:8]([C:33]([CH:30]2[CH2:32][CH2:31]2)=[O:34])[CH:7]2[CH2:10][CH2:11][N:12]([C:13](=[O:29])[CH:14]([NH:21][C:22]([O:24][C:25]([CH3:26])([CH3:28])[CH3:27])=[O:23])[CH:15]3[CH2:20][CH2:19][CH2:18][CH2:17][CH2:16]3)[CH:6]12)=[O:4], predict the reactants needed to synthesize it. The reactants are: [CH3:1][O:2][C:3]([CH:5]1[CH2:9][NH:8][CH:7]2[CH2:10][CH2:11][N:12]([C:13](=[O:29])[CH:14]([NH:21][C:22]([O:24][C:25]([CH3:28])([CH3:27])[CH3:26])=[O:23])[CH:15]3[CH2:20][CH2:19][CH2:18][CH2:17][CH2:16]3)[CH:6]12)=[O:4].[CH:30]1([C:33](Cl)=[O:34])[CH2:32][CH2:31]1. (2) Given the product [NH2:8][CH2:16][C@H:17]1[N:21]([C:22]2[CH:23]=[CH:24][C:25]([O:28][CH2:29][CH2:30][CH2:31][N:32]3[CH2:36][CH2:35][CH2:34][CH:33]3[CH3:37])=[CH:26][CH:27]=2)[C:20](=[O:38])[CH2:19][CH2:18]1, predict the reactants needed to synthesize it. The reactants are: C([N:8]([CH2:16][C@H:17]1[N:21]([C:22]2[CH:27]=[CH:26][C:25]([O:28][CH2:29][CH2:30][CH2:31][N:32]3[CH2:36][CH2:35][CH2:34][CH:33]3[CH3:37])=[CH:24][CH:23]=2)[C:20](=[O:38])[CH2:19][CH2:18]1)CC1C=CC=CC=1)C1C=CC=CC=1. (3) Given the product [CH3:12][C:6]1([CH3:13])[C:5]2[C:10](=[CH:11][C:2]([C:22](=[O:28])[CH2:23][CH2:24][CH2:25][CH2:26][CH3:27])=[CH:3][CH:4]=2)[O:9][CH2:8][CH2:7]1, predict the reactants needed to synthesize it. The reactants are: Br[C:2]1[CH:11]=[C:10]2[C:5]([C:6]([CH3:13])([CH3:12])[CH2:7][CH2:8][O:9]2)=[CH:4][CH:3]=1.C([Li])CCC.CON(C)[C:22](=[O:28])[CH2:23][CH2:24][CH2:25][CH2:26][CH3:27].